This data is from Forward reaction prediction with 1.9M reactions from USPTO patents (1976-2016). The task is: Predict the product of the given reaction. Given the reactants [Cl:1][C:2]1[CH:7]=[C:6]([CH3:8])[CH:5]=[C:4]([CH3:9])[C:3]=1[N:10]1[CH2:15][CH2:14][CH2:13][C:12]2=[C:16]([NH2:20])[N:17]([CH3:19])[N:18]=[C:11]12.[CH3:21][CH2:22][CH2:23][C:24](=O)[CH2:25][CH2:26][CH3:27].C(O[BH-](OC(=O)C)OC(=O)C)(=O)C.[Na+], predict the reaction product. The product is: [Cl:1][C:2]1[CH:7]=[C:6]([CH3:8])[CH:5]=[C:4]([CH3:9])[C:3]=1[N:10]1[CH2:15][CH2:14][CH2:13][C:12]2=[C:16]([NH:20][CH:24]([CH2:25][CH2:26][CH3:27])[CH2:23][CH2:22][CH3:21])[N:17]([CH3:19])[N:18]=[C:11]12.